From a dataset of Forward reaction prediction with 1.9M reactions from USPTO patents (1976-2016). Predict the product of the given reaction. (1) Given the reactants [Cl:1][C:2]1[CH:7]=[CH:6][C:5]([C:8]2[CH:9]=[C:10]([C:20](O)=[O:21])[N:11]=[N:12][C:13]=2[O:14][CH2:15][C:16]([F:19])([F:18])[F:17])=[CH:4][CH:3]=1.Cl.[F:24][C:25]([F:34])([F:33])[C:26]1[N:30]=[C:29]([CH2:31][NH2:32])[O:28][N:27]=1, predict the reaction product. The product is: [F:34][C:25]([F:24])([F:33])[C:26]1[N:30]=[C:29]([CH2:31][NH:32][C:20]([C:10]2[N:11]=[N:12][C:13]([O:14][CH2:15][C:16]([F:19])([F:18])[F:17])=[C:8]([C:5]3[CH:6]=[CH:7][C:2]([Cl:1])=[CH:3][CH:4]=3)[CH:9]=2)=[O:21])[O:28][N:27]=1. (2) Given the reactants [NH2:1][C:2]1[S:3][CH:4]=[CH:5][N:6]=1.N1C=CC=CC=1.[F:13][C:14]1[CH:19]=[C:18]([F:20])[CH:17]=[CH:16][C:15]=1[S:21](Cl)(=[O:23])=[O:22], predict the reaction product. The product is: [F:13][C:14]1[CH:19]=[C:18]([F:20])[CH:17]=[CH:16][C:15]=1[S:21]([NH:1][C:2]1[S:3][CH:4]=[CH:5][N:6]=1)(=[O:23])=[O:22]. (3) Given the reactants C(OC([N:8](C(OC(C)(C)C)=O)[C:9]1[C:18]2[C:13](=[CH:14][C:15]([NH:20][CH:21]([C:25]3[CH:30]=[CH:29][C:28]([CH2:31][CH2:32][O:33][C:34](=[O:58])[NH:35][C:36]4[CH:41]=[CH:40][C:39]([S:42]([CH:45]([CH3:47])[CH3:46])(=[O:44])=[O:43])=[C:38]([CH2:48][N:49](C(OC(C)(C)C)=O)[CH3:50])[CH:37]=4)=[CH:27][CH:26]=3)[C:22]([OH:24])=[O:23])=[CH:16][C:17]=2[F:19])[CH:12]=[CH:11][N:10]=1)=O)(C)(C)C.Cl, predict the reaction product. The product is: [NH2:8][C:9]1[C:18]2[C:13](=[CH:14][C:15]([NH:20][CH:21]([C:25]3[CH:30]=[CH:29][C:28]([CH2:31][CH2:32][O:33][C:34](=[O:58])[NH:35][C:36]4[CH:41]=[CH:40][C:39]([S:42]([CH:45]([CH3:47])[CH3:46])(=[O:44])=[O:43])=[C:38]([CH2:48][NH:49][CH3:50])[CH:37]=4)=[CH:27][CH:26]=3)[C:22]([OH:24])=[O:23])=[CH:16][C:17]=2[F:19])[CH:12]=[CH:11][N:10]=1. (4) Given the reactants [CH2:1]([O:17][CH2:18][C@H:19]([OH:22])[CH2:20][OH:21])[CH2:2][CH2:3][CH2:4][CH2:5][CH2:6][CH2:7][CH2:8][CH2:9][CH2:10][CH2:11][CH2:12][CH2:13][CH2:14][CH2:15][CH3:16].[CH3:23][C:24]([Si:27](Cl)([CH3:29])[CH3:28])([CH3:26])[CH3:25].CCN(CC)CC.O, predict the reaction product. The product is: [Si:27]([O:21][CH2:20][C@@H:19]([OH:22])[CH2:18][O:17][CH2:1][CH2:2][CH2:3][CH2:4][CH2:5][CH2:6][CH2:7][CH2:8][CH2:9][CH2:10][CH2:11][CH2:12][CH2:13][CH2:14][CH2:15][CH3:16])([C:24]([CH3:26])([CH3:25])[CH3:23])([CH3:29])[CH3:28]. (5) Given the reactants C(OC([N:8]1[C:16]2[C:11](=[CH:12][C:13]([CH:17]3[C:22]([C:23]#[N:24])=[C:21]([CH3:25])[NH:20][C:19]([CH3:26])=[C:18]3[C:27]#[N:28])=[CH:14][CH:15]=2)[C:10]([NH:29][CH2:30][CH2:31][N:32]2C(=O)C3C(=CC=CC=3)C2=O)=[N:9]1)=O)(C)(C)C.O.NN, predict the reaction product. The product is: [NH2:32][CH2:31][CH2:30][NH:29][C:10]1[C:11]2[C:16](=[CH:15][CH:14]=[C:13]([CH:17]3[C:22]([C:23]#[N:24])=[C:21]([CH3:25])[NH:20][C:19]([CH3:26])=[C:18]3[C:27]#[N:28])[CH:12]=2)[NH:8][N:9]=1. (6) Given the reactants Br[C:2]1[C:10]2[N:9]3[CH2:11][CH2:12][NH:13][C:14](=[O:15])[C:8]3=[C:7]([CH3:16])[C:6]=2[CH:5]=[C:4]([F:17])[CH:3]=1.[CH:18]([C:21]1[CH:26]=[CH:25][C:24](B(O)O)=[CH:23][CH:22]=1)([CH3:20])[CH3:19], predict the reaction product. The product is: [F:17][C:4]1[CH:3]=[C:2]([C:24]2[CH:25]=[CH:26][C:21]([CH:18]([CH3:20])[CH3:19])=[CH:22][CH:23]=2)[C:10]2[N:9]3[CH2:11][CH2:12][NH:13][C:14](=[O:15])[C:8]3=[C:7]([CH3:16])[C:6]=2[CH:5]=1. (7) Given the reactants [N+:1]([C:4]1[O:8][C:7]([C:9](Cl)=[O:10])=[CH:6][CH:5]=1)([O-:3])=[O:2].[CH3:12][O:13][C:14]1[C:21]([O:22][CH3:23])=[CH:20][CH:19]=[CH:18][C:15]=1[CH2:16][NH2:17], predict the reaction product. The product is: [CH3:12][O:13][C:14]1[C:21]([O:22][CH3:23])=[CH:20][CH:19]=[CH:18][C:15]=1[CH2:16][NH:17][C:9]([C:7]1[O:8][C:4]([N+:1]([O-:3])=[O:2])=[CH:5][CH:6]=1)=[O:10]. (8) Given the reactants [NH2:1][C:2]1[CH:7]=[CH:6][C:5]([CH:8]2[O:13][CH2:12][CH2:11][N:10]([C:14]([O:16][C:17]([CH3:20])([CH3:19])[CH3:18])=[O:15])[CH2:9]2)=[CH:4][CH:3]=1.CS([C:25]1[N:30]=[C:29]([CH2:31][CH2:32][C:33]2[CH:38]=[CH:37][CH:36]=[CH:35][C:34]=2[CH2:39][C:40]([O:42][CH3:43])=[O:41])[C:28]([C:44]([F:47])([F:46])[F:45])=[CH:27][N:26]=1)(=O)=O.C(O)(C(F)(F)F)=O.CC(OC(OC(OC(C)(C)C)=O)=O)(C)C, predict the reaction product. The product is: [CH3:43][O:42][C:40](=[O:41])[CH2:39][C:34]1[CH:35]=[CH:36][CH:37]=[CH:38][C:33]=1[CH2:32][CH2:31][C:29]1[C:28]([C:44]([F:47])([F:45])[F:46])=[CH:27][N:26]=[C:25]([NH:1][C:2]2[CH:7]=[CH:6][C:5]([CH:8]3[O:13][CH2:12][CH2:11][N:10]([C:14]([O:16][C:17]([CH3:20])([CH3:19])[CH3:18])=[O:15])[CH2:9]3)=[CH:4][CH:3]=2)[N:30]=1.